Dataset: Experimentally validated miRNA-target interactions with 360,000+ pairs, plus equal number of negative samples. Task: Binary Classification. Given a miRNA mature sequence and a target amino acid sequence, predict their likelihood of interaction. (1) The miRNA is hsa-miR-3191-3p with sequence UGGGGACGUAGCUGGCCAGACAG. The protein sequence of the target gene is MARSLTWGCCPWCLTEEEKTAARIDQEINRILLEQKKQEREELKLLLLGPGESGKSTFIKQMRIIHGVGYSEEDRRAFRLLIYQNIFVSMQAMIDAMDRLQIPFSRPDSKQHASLVMTQDPYKVSTFEKPYAVAMQYLWRDAGIRACYERRREFHLLDSAVYYLSHLERISEDSYIPTAQDVLRSRMPTTGINEYCFSVKKTKLRIVDVGGQRSERRKWIHCFENVIALIYLASLSEYDQCLEENDQENRMEESLALFSTILELPWFKSTSVILFLNKTDILEDKIHTSHLATYFPSFQG.... Result: 0 (no interaction). (2) The miRNA is hsa-miR-98-5p with sequence UGAGGUAGUAAGUUGUAUUGUU. The protein sequence of the target gene is MESGSISRQREDAEMPDSSTTEGPSLEAPQSEIPEVSLCPPDSDSTESQMCPVEIEENQTKSSSPFNSHSSTQLERQVSQGSAYHSPPHKKCPCCGHQQPSQSDVCPGQMNALHQADCAASPVKTLYSCSPSRLPSCHTKMQCHWLHGSHDGSNHKPVQHHMVTVRNDGLHRIPRSYSQVIVEYPMTVLISCTLVLFACSLAGILTGPLPDFSDPLLGFEPRGTDISVRLATWTRLKQNTGPGKPLSPVPWQLTEKTTTGKDTIKSEPQFRERSRRMLHRDNAEHNFFCNAPGERYAQLV.... Result: 0 (no interaction). (3) The miRNA is hsa-miR-5000-3p with sequence UCAGGACACUUCUGAACUUGGA. The protein sequence of the target gene is MIEPFGNQYIVARPVYSTNAFEENHKKTGRHHKTFLDHLKVCCSCSPQKAKRIVLSLFPIASWLPAYRLKEWLLSDIVSGISTGIVAVLQGLAFALLVDIPPVYGLYASFFPAIIYLFFGTSRHISVGPFPILSMMVGLAVSGAVSKAVPDRNATTLGLPNNSNNSSLLDDERVRVAAAASVTVLSGIIQLAFGILRIGFVVIYLSESLISGFTTAAAVHVLVSQLKFIFQLTVPSHTDPVSIFKVLYSVFSQIEKTNIADLVTALIVLLVVSIVKEINQRFKDKLPVPIPIEFIMTVIA.... Result: 0 (no interaction). (4) The miRNA is hsa-miR-3151-3p with sequence CCUGAUCCCACAGCCCACCU. The protein sequence of the target gene is MAGVRSLRCSRGCAGGCECGDKGKCSDSSLLGKRLSEDSSRHQLLQKWASMWSSMSEDASVADMERAQLEEEAAAAEERPLVFLCSGCRRPLGDSLSWVASQEDTNCILLRCVSCNVSVDKEQKLSKREKENGCVLETLCCAGCSLNLGYVYRCTPKNLDYKRDLFCLSVEAIESYVLGSSEKQIVSEDKELFNLESRVEIEKSLTQMEDVLKALQMKLWEAESKLSFATCKS. Result: 1 (interaction). (5) The miRNA is hsa-miR-92a-3p with sequence UAUUGCACUUGUCCCGGCCUGU. The protein sequence of the target gene is MNRIRIHVLPTNRGRITPVPRSQEPLSCAFTHRPCSHPRLEGQEFCIKHILEDKNAPFKQCSYISTKNGKRCPNAAPKPEKKDGVSFCAEHVRRNALALHAQMKKTNPGPVGETLLCQLSSYAKTELGSQTPESSRSEASRILDEDSWSDGEQEPITVDQTWRGDPDSEADSIDSDQEDPLKHAGVYTAEEVALIMREKLIRLQSLYIDQFKRLQHLLKEKKRRYLHNRKVEHEALGSSLLTGPEGLLAKERENLKRLKCLRRYRQRYGVEALLHRQLKERRMLATDGAAQQAHTTRSSQ.... Result: 1 (interaction). (6) Result: 1 (interaction). The miRNA is hsa-miR-106b-5p with sequence UAAAGUGCUGACAGUGCAGAU. The protein sequence of the target gene is MAAAAASHLNLDALREVLECPICMESFTEEQLRPKLLHCGHTICRQCLEKLLASSINGVRCPFCSKITRITSLTQLTDNLTVLKIIDTAGLSEAVGLLMCRSCGRRLPRQFCRSCGLVLCEPCREADHQPPGHCTLPVKEAAEERRRDFGEKLTRLRELMGELQRRKAALEGVSKDLQARYKAVLQEYGHEERRVQDELARSRKFFTGSLAEVEKSNSQVVEEQSYLLNIAEVQAVSRCDYFLAKIKQADVALLEETADEEEPELTASLPRELTLQDVELLKVGHVGPLQIGQAVKKPRT.... (7) The miRNA is mmu-miR-15a-5p with sequence UAGCAGCACAUAAUGGUUUGUG. The protein sequence of the target gene is MSLLSAIDTSAASVYQPAQLLNWVYLSLQDTHQASAFDAFRPEPPAGAAPPELAFGKGRPEQLGSPLHSSYLNSVFQLQRGEALSSSVYRNASPYGSLNNIADGLSSLTEHFSDLTLTSEARKPSKRPPPNYLCHLCFNKGHYIKDCPQARPKGEGLTPYQGKKRCFGEYKCPKCKRKWMSGNSWANMGQECIKCHINVYPHKQRPLEKPDGLDVSDQSKEHPQHLCEKCKVLGYYCRRVQ. Result: 1 (interaction). (8) The miRNA is hsa-miR-6739-3p with sequence AUUGUUCUGUCUUUCUCCCAG. The protein sequence of the target gene is MLNEGLCCGAWAMKGTLLLVSSVGLLLPGVGSCPMKCLCHPSSNSVDCSGQGLSKVPRDLPPWTVTLLLQDNRIHWLPALAFQSVSLLSTLNLSNNSLSNLAAEAFYGLPHLRVLNVTQNSLLSIESSFAHALPGLRELDLSSNSLRILPTSLGKPWENLTVFAVQQNHLLHLDRELLEAMPKVRLVLLKDNPWICDCHLLGLKLWLERFTFQGGETDGAICRLPEPWQGKALLSIPHELYQPCSLPSQDLAPSLVQQPGSAPQDAQKSHENSSGQQDPLECEAKPKPKPTNLRHAVATV.... Result: 0 (no interaction). (9) The miRNA is hsa-miR-656-5p with sequence AGGUUGCCUGUGAGGUGUUCA. The protein sequence of the target gene is MGPRRLLIVALGLSLCGPLLSSRVPMSQPESERTDATVNPRSFFLRNPSENTFELVPLGDEEEEEKNESVLLEGRAVYLNISLPPHTPPPPFISEDASGYLTSPWLTLFMPSVYTIVFIVSLPLNVLAIAVFVLRMKVKKPAVVYMLHLAMADVLFVSVLPFKISYYFSGTDWQFGSGMCRFATAAFYGNMYASIMLMTVISIDRFLAVVYPIQSLSWRTLGRANFTCVVIWVMAIMGVVPLLLKEQTTRVPGLNITTCHDVLSENLMQGFYSYYFSAFSAIFFLVPLIVSTVCYTSIIR.... Result: 0 (no interaction). (10) The miRNA is bta-miR-150 with sequence UCUCCCAACCCUUGUACCAGUGU. The protein sequence of the target gene is MKTSKASQRYRGIRRNASQCYLYQESLLLSNLDDSFSADETGDSNDPEQIFQNIQFQKDLMANIRCRPWTMGQKLRALRQAKNIVLKFEGRLTRTRGYQAAGAELWRKFARLACNFVVIFIPWEMRIKKIESHFGSGVASYFIFLRWLFGINIVLTIMTGAFIVIPELIAGQPFGSTARKTIPKEQVSSAQDLDTVWSLGGYLQYSVLFYGYYGRERKIGRAGYRLPLAYFLVGMAVFAYSFIILLKKMAKNSRTSLASASNENYTFCWRVFCAWDYLIGNPEAAESKTAAIVNSIREAI.... Result: 0 (no interaction).